From a dataset of Catalyst prediction with 721,799 reactions and 888 catalyst types from USPTO. Predict which catalyst facilitates the given reaction. (1) Reactant: [NH2:1][C:2]1[CH:3]=[C:4]([CH2:8][CH2:9][N:10]2[C:15]3[N:16]=[C:17]([NH:20][CH2:21][CH2:22][CH2:23][CH2:24][N:25]([CH2:28][CH3:29])[CH2:26][CH3:27])[N:18]=[CH:19][C:14]=3[CH:13]=[C:12]([C:30]3[CH:35]=[C:34]([O:36][CH3:37])[CH:33]=[C:32]([O:38][CH3:39])[C:31]=3[F:40])[C:11]2=[O:41])[CH:5]=[CH:6][CH:7]=1.[C:42](Cl)(=[O:45])[CH:43]=[CH2:44]. Product: [F:40][C:31]1[C:32]([O:38][CH3:39])=[CH:33][C:34]([O:36][CH3:37])=[CH:35][C:30]=1[C:12]1[C:11](=[O:41])[N:10]([CH2:9][CH2:8][C:4]2[CH:3]=[C:2]([NH:1][C:42](=[O:45])[CH:43]=[CH2:44])[CH:7]=[CH:6][CH:5]=2)[C:15]2[N:16]=[C:17]([NH:20][CH2:21][CH2:22][CH2:23][CH2:24][N:25]([CH2:28][CH3:29])[CH2:26][CH3:27])[N:18]=[CH:19][C:14]=2[CH:13]=1. The catalyst class is: 61. (2) Reactant: [CH3:1][C:2]1[CH:7]=[CH:6][C:5]([NH:8][C:9]([CH:11]2[CH2:13][CH2:12]2)=[O:10])=[CH:4][C:3]=1[N+:14]([O-])=O.[H][H]. Product: [NH2:14][C:3]1[CH:4]=[C:5]([NH:8][C:9]([CH:11]2[CH2:13][CH2:12]2)=[O:10])[CH:6]=[CH:7][C:2]=1[CH3:1]. The catalyst class is: 19. (3) Reactant: [Cl:1][C:2]1[CH:3]=[CH:4][C:5]([CH3:38])=[C:6]([N:8]2[C:15](=[O:16])[C:14]3[CH:13]=[C:12]([C:17]4[CH:18]=[C:19]([CH:23]=[CH:24][C:25]=4[O:26][CH3:27])[C:20]([OH:22])=O)[N:11]([CH:28]([CH3:30])[CH3:29])[C:10]=3[CH:9]2[C:31]2[CH:36]=[CH:35][C:34]([Cl:37])=[CH:33][CH:32]=2)[CH:7]=1.[CH3:39][S:40]([CH2:43][CH2:44][NH2:45])(=[O:42])=[O:41].CCN=C=NCCCN(C)C.Cl.C1C=CC2N(O)N=NC=2C=1.CCN(CC)CC. Product: [Cl:1][C:2]1[CH:3]=[CH:4][C:5]([CH3:38])=[C:6]([N:8]2[C:15](=[O:16])[C:14]3[CH:13]=[C:12]([C:17]4[CH:18]=[C:19]([CH:23]=[CH:24][C:25]=4[O:26][CH3:27])[C:20]([NH:45][CH2:44][CH2:43][S:40]([CH3:39])(=[O:42])=[O:41])=[O:22])[N:11]([CH:28]([CH3:30])[CH3:29])[C:10]=3[CH:9]2[C:31]2[CH:32]=[CH:33][C:34]([Cl:37])=[CH:35][CH:36]=2)[CH:7]=1. The catalyst class is: 18.